From a dataset of Reaction yield outcomes from USPTO patents with 853,638 reactions. Predict the reaction yield, written as a fraction of the theoretical maximum amount of product (1.0 means a 100% yield; for example, 0.34 means a 34% yield). (1) The reactants are [CH3:1][Si:2]([CH3:9])(C)[NH:3][Si:4](C)(C)C.[Cl-].[Al+3].[Cl-].[Cl-].Cl[Si](Cl)(C)C.Cl[Si](C)(C)C.[CH2:24]([NH:26][CH2:27][CH3:28])[CH3:25]. No catalyst specified. The product is [CH2:24]([N:26]([Si:2]([CH3:9])([CH3:1])[NH:3][SiH3:4])[CH2:27][CH3:28])[CH3:25]. The yield is 0.750. (2) The reactants are C([N:5]1[C:9]([C:10]2[CH:15]=[CH:14]N=CC=2)=[C:8]([C:16](OCC)=O)[CH:7]=[N:6]1)C(C)C.[CH3:21][O:22][CH2:23][CH2:24][C:25](=O)[CH2:26][C:27]([O:29][CH3:30])=[O:28].Cl.C1(NN)CCCCC1. No catalyst specified. The product is [CH:9]1([N:5]2[C:25]([CH2:24][CH2:23][O:22][CH3:21])=[C:26]([C:27]([O:29][CH3:30])=[O:28])[CH:7]=[N:6]2)[CH2:8][CH2:16][CH2:14][CH2:15][CH2:10]1. The yield is 0.730.